This data is from Catalyst prediction with 721,799 reactions and 888 catalyst types from USPTO. The task is: Predict which catalyst facilitates the given reaction. (1) Reactant: [Na].[C:2]([O:12][CH2:13][CH3:14])(=[O:11])[CH2:3][C:4]([C:6]([O:8][CH2:9][CH3:10])=[O:7])=[O:5].CO[CH:17](OC)[N:18]([CH3:20])[CH3:19].C(O)(=O)C. Product: [CH3:17][N:18]([CH:20]=[C:3]([C:4](=[O:5])[C:6]([O:8][CH2:9][CH3:10])=[O:7])[C:2]([O:12][CH2:13][CH3:14])=[O:11])[CH3:19]. The catalyst class is: 8. (2) The catalyst class is: 4. Product: [CH3:7][N:8]1[CH2:9][CH2:10][N:11]([S:14]([C:17]2[CH:18]=[CH:19][C:20]([O:26][CH2:27][C:28]3[CH:29]=[CH:30][CH:31]=[CH:32][CH:33]=3)=[C:21]([CH:25]=2)[C:22]([NH:40][C:36]2[CH:35]=[N:34][CH:39]=[CH:38][CH:37]=2)=[O:24])(=[O:16])=[O:15])[CH2:12][CH2:13]1. Reactant: C(Cl)(=O)C(Cl)=O.[CH3:7][N:8]1[CH2:13][CH2:12][N:11]([S:14]([C:17]2[CH:18]=[CH:19][C:20]([O:26][CH2:27][C:28]3[CH:33]=[CH:32][CH:31]=[CH:30][CH:29]=3)=[C:21]([CH:25]=2)[C:22]([OH:24])=O)(=[O:16])=[O:15])[CH2:10][CH2:9]1.[N:34]1[CH:39]=[CH:38][CH:37]=[C:36]([NH2:40])[CH:35]=1.C(N(C(C)C)CC)(C)C.